Dataset: Peptide-MHC class I binding affinity with 185,985 pairs from IEDB/IMGT. Task: Regression. Given a peptide amino acid sequence and an MHC pseudo amino acid sequence, predict their binding affinity value. This is MHC class I binding data. (1) The peptide sequence is FLKPEETFV. The MHC is HLA-A02:06 with pseudo-sequence HLA-A02:06. The binding affinity (normalized) is 0.936. (2) The peptide sequence is MALLGEAAM. The MHC is H-2-Db with pseudo-sequence H-2-Db. The binding affinity (normalized) is 0.235. (3) The peptide sequence is LLAQFTSAI. The MHC is HLA-A03:01 with pseudo-sequence HLA-A03:01. The binding affinity (normalized) is 0.262. (4) The peptide sequence is RGPYRAFVTI. The MHC is Mamu-A02 with pseudo-sequence Mamu-A02. The binding affinity (normalized) is 0. (5) The peptide sequence is NPRLCTREEF. The MHC is HLA-B07:02 with pseudo-sequence HLA-B07:02. The binding affinity (normalized) is 0.813. (6) The peptide sequence is TPKYKFVRI. The MHC is HLA-B54:01 with pseudo-sequence HLA-B54:01. The binding affinity (normalized) is 0.00731. (7) The peptide sequence is AVDPAKAYK. The MHC is HLA-A03:01 with pseudo-sequence HLA-A03:01. The binding affinity (normalized) is 0.457.